Dataset: NCI-60 drug combinations with 297,098 pairs across 59 cell lines. Task: Regression. Given two drug SMILES strings and cell line genomic features, predict the synergy score measuring deviation from expected non-interaction effect. Cell line: PC-3. Drug 2: C1=NC2=C(N1)C(=S)N=CN2. Drug 1: CCCS(=O)(=O)NC1=C(C(=C(C=C1)F)C(=O)C2=CNC3=C2C=C(C=N3)C4=CC=C(C=C4)Cl)F. Synergy scores: CSS=5.96, Synergy_ZIP=-0.457, Synergy_Bliss=-9.90, Synergy_Loewe=-49.0, Synergy_HSA=-11.2.